From a dataset of Reaction yield outcomes from USPTO patents with 853,638 reactions. Predict the reaction yield, written as a fraction of the theoretical maximum amount of product (1.0 means a 100% yield; for example, 0.34 means a 34% yield). (1) The reactants are [C:1]([C:3]1([C:23]2[CH:28]=[CH:27][CH:26]=[CH:25][CH:24]=2)[CH2:8][CH2:7][N:6]([CH2:9][CH2:10][CH2:11]C2C=CC=C3C(NC(=O)C=23)=O)[CH2:5][CH2:4]1)#[N:2].[NH2:29]N. The catalyst is CO. The product is [C:1]([C:3]1([C:23]2[CH:28]=[CH:27][CH:26]=[CH:25][CH:24]=2)[CH2:8][CH2:7][N:6]([CH2:9][CH2:10][CH2:11][NH2:29])[CH2:5][CH2:4]1)#[N:2]. The yield is 0.960. (2) The reactants are [C:1]([O:5][C:6]([C@@H:8]1[CH2:12][C@@H:11]([OH:13])[CH2:10][C@H:9]1[C:14](=[O:26])[NH:15][C@:16]1([C:21]([O:23][CH2:24][CH3:25])=[O:22])[CH2:18][C@H:17]1[CH:19]=[CH2:20])=[O:7])([CH3:4])([CH3:3])[CH3:2].[CH:27]([NH:30][C:31]1[S:32][CH:33]=[C:34]([C:36]2[CH:45]=[C:44](O)[C:43]3[C:38](=[CH:39][C:40]([O:47][CH3:48])=[CH:41][CH:42]=3)[N:37]=2)[N:35]=1)([CH3:29])[CH3:28].C1C=CC(P(C2C=CC=CC=2)C2C=CC=CC=2)=CC=1.CC(OC(/N=N/C(OC(C)C)=O)=O)C. The catalyst is C1COCC1. The product is [CH2:24]([O:23][C:21]([C@@:16]1([NH:15][C:14]([C@@H:9]2[CH2:10][C@@H:11]([O:13][C:44]3[C:43]4[C:38](=[CH:39][C:40]([O:47][CH3:48])=[CH:41][CH:42]=4)[N:37]=[C:36]([C:34]4[N:35]=[C:31]([NH:30][CH:27]([CH3:29])[CH3:28])[S:32][CH:33]=4)[CH:45]=3)[CH2:12][C@H:8]2[C:6]([O:5][C:1]([CH3:4])([CH3:2])[CH3:3])=[O:7])=[O:26])[CH2:18][CH:17]1[CH:19]=[CH2:20])=[O:22])[CH3:25]. The yield is 0.100. (3) The reactants are Cl[C:2]1[N:7]=[C:6]([NH:8][C:9]2[CH:14]=[CH:13][CH:12]=[C:11]([OH:15])[CH:10]=2)[C:5]([F:16])=[CH:4][N:3]=1.[NH2:17][CH2:18][CH2:19][C:20]1[C:28]2[C:23](=[CH:24][CH:25]=[CH:26][CH:27]=2)[NH:22][CH:21]=1. No catalyst specified. The product is [F:16][C:5]1[C:6]([NH:8][C:9]2[CH:14]=[CH:13][CH:12]=[C:11]([OH:15])[CH:10]=2)=[N:7][C:2]([NH:17][CH2:18][CH2:19][C:20]2[C:28]3[C:23](=[CH:24][CH:25]=[CH:26][CH:27]=3)[NH:22][CH:21]=2)=[N:3][CH:4]=1. The yield is 0.530. (4) The reactants are Br[C:2]1[CH:11]=[C:10]([F:12])[C:5]2[O:6][CH2:7][CH2:8][NH:9][C:4]=2[C:3]=1[CH3:13].C([O-])(=O)C.[K+].[CH3:19][C:20]1([CH3:36])[C:24]([CH3:26])([CH3:25])[O:23][B:22]([B:22]2[O:23][C:24]([CH3:26])([CH3:25])[C:20]([CH3:36])([CH3:19])[O:21]2)[O:21]1. The catalyst is CN(C)C=O.O.C1C=CC(P(C2C=CC=CC=2)[C-]2C=CC=C2)=CC=1.C1C=CC(P(C2C=CC=CC=2)[C-]2C=CC=C2)=CC=1.Cl[Pd]Cl.[Fe+2].C(Cl)Cl. The product is [F:12][C:10]1[C:5]2[O:6][CH2:7][CH2:8][NH:9][C:4]=2[C:3]([CH3:13])=[C:2]([B:22]2[O:23][C:24]([CH3:26])([CH3:25])[C:20]([CH3:36])([CH3:19])[O:21]2)[CH:11]=1. The yield is 0.376.